Dataset: Forward reaction prediction with 1.9M reactions from USPTO patents (1976-2016). Task: Predict the product of the given reaction. Given the reactants [C:1]1([NH:7]N)[CH:6]=[CH:5][CH:4]=[CH:3][CH:2]=1, predict the reaction product. The product is: [CH2:6]1[C:1]2[NH:7][C:6]3[C:1](=[CH:2][CH:3]=[CH:4][CH:5]=3)[C:2]=2[CH2:3][CH2:4][CH2:5]1.